Dataset: Catalyst prediction with 721,799 reactions and 888 catalyst types from USPTO. Task: Predict which catalyst facilitates the given reaction. (1) Reactant: [C:1]([O:5][C:6]([C:8]1[CH:13]=[CH:12][C:11]([CH:14]([CH2:18][N:19]([CH3:21])[CH3:20])[C:15]([O-:17])=O)=[CH:10][CH:9]=1)=[O:7])([CH3:4])([CH3:3])[CH3:2].[K+].CCN=C=NCCCN(C)C.[CH:34]1[CH:35]=[CH:36][C:37]2N(O)N=[N:40][C:38]=2[CH:39]=1.NC1C=CC=CC=1. Product: [NH:40]([C:15](=[O:17])[CH:14]([C:11]1[CH:10]=[CH:9][C:8]([C:6]([O:5][C:1]([CH3:2])([CH3:3])[CH3:4])=[O:7])=[CH:13][CH:12]=1)[CH2:18][N:19]([CH3:21])[CH3:20])[C:38]1[CH:39]=[CH:34][CH:35]=[CH:36][CH:37]=1. The catalyst class is: 3. (2) Reactant: [H-].[Na+].[CH3:3][C:4]1([CH3:32])[CH2:13][C:12]2[C:7](=[C:8]3[CH2:17][C:16]([CH3:19])([CH3:18])[O:15][C:9]3=[C:10]([OH:14])[CH:11]=2)[C:6]([C:20]2[CH:25]=[CH:24][CH:23]=[C:22]([C:26]3[CH:31]=[CH:30][N:29]=[CH:28][CH:27]=3)[CH:21]=2)=[N:5]1.I[CH2:34][CH2:35][CH3:36]. Product: [CH3:3][C:4]1([CH3:32])[CH2:13][C:12]2[C:7](=[C:8]3[CH2:17][C:16]([CH3:18])([CH3:19])[O:15][C:9]3=[C:10]([O:14][CH2:34][CH2:35][CH3:36])[CH:11]=2)[C:6]([C:20]2[CH:25]=[CH:24][CH:23]=[C:22]([C:26]3[CH:31]=[CH:30][N:29]=[CH:28][CH:27]=3)[CH:21]=2)=[N:5]1. The catalyst class is: 6. (3) Reactant: [F:1][C:2]1[CH:10]=[CH:9][C:8]([C:11]([OH:13])=O)=[C:7]2[C:3]=1[CH:4]=[CH:5][NH:6]2.[C:14]([C:18]1[CH:37]=[CH:36][C:21]([CH2:22][NH:23][CH2:24][CH2:25][C:26]2[CH:31]=[CH:30][CH:29]=[C:28]([C:32]([F:35])([F:34])[F:33])[CH:27]=2)=[CH:20][CH:19]=1)([CH3:17])([CH3:16])[CH3:15].CCN=C=NCCCN(C)C.Cl. Product: [C:14]([C:18]1[CH:37]=[CH:36][C:21]([CH2:22][N:23]([CH2:24][CH2:25][C:26]2[CH:31]=[CH:30][CH:29]=[C:28]([C:32]([F:35])([F:33])[F:34])[CH:27]=2)[C:11]([C:8]2[CH:9]=[CH:10][C:2]([F:1])=[C:3]3[C:7]=2[NH:6][CH:5]=[CH:4]3)=[O:13])=[CH:20][CH:19]=1)([CH3:17])([CH3:15])[CH3:16]. The catalyst class is: 2. (4) Reactant: Cl[C:2]1[N:7]=[C:6]([O:8][CH3:9])[N:5]=[C:4]([C:10]2[CH:22]=[CH:21][C:13]3[N:14]=[C:15]([NH:17][C:18](=[O:20])[CH3:19])[S:16][C:12]=3[CH:11]=2)[CH:3]=1.[Cl:23][C:24]1[CH:29]=[C:28]([Cl:30])[CH:27]=[CH:26][C:25]=1[CH2:31][CH2:32][NH2:33].C([O-])([O-])=O.[K+].[K+].O. Product: [Cl:23][C:24]1[CH:29]=[C:28]([Cl:30])[CH:27]=[CH:26][C:25]=1[CH2:31][CH2:32][NH:33][C:2]1[N:7]=[C:6]([O:8][CH3:9])[N:5]=[C:4]([C:10]2[CH:22]=[CH:21][C:13]3[N:14]=[C:15]([NH:17][C:18](=[O:20])[CH3:19])[S:16][C:12]=3[CH:11]=2)[CH:3]=1. The catalyst class is: 60. (5) Reactant: Cl.[N:2]1[C:11]2[CH2:10][N:9]([CH2:12][C:13]([OH:15])=O)[CH2:8][CH2:7][C:6]=2[CH:5]=[CH:4][CH:3]=1.[NH2:16][C:17]1[CH:18]=[C:19]([C:23]([C:25]2[C:33]3[CH:32]=[N:31][CH:30]=[N:29][C:28]=3[N:27]([CH:34]([CH3:36])[CH3:35])[CH:26]=2)=[O:24])[CH:20]=[N:21][CH:22]=1.CN(C(ON1N=NC2C=CC=NC1=2)=[N+](C)C)C.F[P-](F)(F)(F)(F)F.CCN(C(C)C)C(C)C. Product: [N:2]1[C:11]2[CH2:10][N:9]([CH2:12][C:13]([NH:16][C:17]3[CH:22]=[N:21][CH:20]=[C:19]([C:23]([C:25]4[C:33]5[CH:32]=[N:31][CH:30]=[N:29][C:28]=5[N:27]([CH:34]([CH3:36])[CH3:35])[CH:26]=4)=[O:24])[CH:18]=3)=[O:15])[CH2:8][CH2:7][C:6]=2[CH:5]=[CH:4][CH:3]=1. The catalyst class is: 399. (6) Product: [Cl:38][C:19]1[CH:20]=[C:21]([CH:25]2[CH2:30][CH2:29][N:28]([C:31]([O:33][C:34]([CH3:35])([CH3:36])[CH3:37])=[O:32])[CH2:27][CH2:26]2)[N:22]=[C:23]2[N:24]=[C:13]([C:12]3[CH:15]=[CH:16][C:9]([CH2:8][O:1][C:2]4[CH:7]=[CH:6][CH:5]=[CH:4][CH:3]=4)=[CH:10][CH:11]=3)[NH:17][C:18]=12. The catalyst class is: 130. Reactant: [O:1]([CH2:8][C:9]1[CH:16]=[CH:15][C:12]([CH:13]=O)=[CH:11][CH:10]=1)[C:2]1[CH:7]=[CH:6][CH:5]=[CH:4][CH:3]=1.[NH2:17][C:18]1[C:19]([Cl:38])=[CH:20][C:21]([CH:25]2[CH2:30][CH2:29][N:28]([C:31]([O:33][C:34]([CH3:37])([CH3:36])[CH3:35])=[O:32])[CH2:27][CH2:26]2)=[N:22][C:23]=1[NH2:24].C(OI(C1C=CC=CC=1)OC(=O)C)(=O)C.